This data is from Forward reaction prediction with 1.9M reactions from USPTO patents (1976-2016). The task is: Predict the product of the given reaction. (1) Given the reactants [CH3:1][C:2]1[S:3][CH:4]=[C:5]([CH2:7][O:8][C:9]2[CH:17]=[CH:16][CH:15]=[C:14]3[C:10]=2[CH:11]=[C:12]([C:18]([OH:20])=O)[NH:13]3)[N:6]=1.CC[N:23](C(C)C)C(C)C.[C:30]([O:34][C:35](=[O:43])NC1CCNCC1)([CH3:33])([CH3:32])[CH3:31].C1CN([P+](ON2N=[N:68][C:63]3[CH:64]=[CH:65][CH:66]=[CH:67]C2=3)(N2CCCC2)N2CCCC2)CC1.F[P-](F)(F)(F)(F)F.[OH-].[Na+], predict the reaction product. The product is: [C:30]([O:34][C:35]([N:68]1[CH2:63][CH2:64][CH:65]([NH:23][C:18]([C:12]2[NH:13][C:14]3[C:10]([CH:11]=2)=[C:9]([O:8][CH2:7][C:5]2[N:6]=[C:2]([CH3:1])[S:3][CH:4]=2)[CH:17]=[CH:16][CH:15]=3)=[O:20])[CH2:66][CH2:67]1)=[O:43])([CH3:33])([CH3:32])[CH3:31]. (2) Given the reactants FC(F)(F)C([NH:5][CH:6]1[CH:15]2[CH:10]([CH2:11][CH2:12][CH2:13][CH2:14]2)[CH2:9][N:8]([C:16]([O:18][C:19]([CH3:22])([CH3:21])[CH3:20])=[O:17])[CH2:7]1)=O.C(=O)([O-])[O-].[K+].[K+], predict the reaction product. The product is: [NH2:5][CH:6]1[CH:15]2[CH:10]([CH2:11][CH2:12][CH2:13][CH2:14]2)[CH2:9][N:8]([C:16]([O:18][C:19]([CH3:22])([CH3:21])[CH3:20])=[O:17])[CH2:7]1.